From a dataset of Full USPTO retrosynthesis dataset with 1.9M reactions from patents (1976-2016). Predict the reactants needed to synthesize the given product. (1) Given the product [C:16]([NH:1][C:2]1[CH:3]=[CH:4][C:5]2[N:6]([CH:8]=[C:9]([C:11]([O:13][CH2:14][CH3:15])=[O:12])[N:10]=2)[CH:7]=1)(=[O:18])[CH3:17], predict the reactants needed to synthesize it. The reactants are: [NH2:1][C:2]1[CH:3]=[CH:4][C:5]2[N:6]([CH:8]=[C:9]([C:11]([O:13][CH2:14][CH3:15])=[O:12])[N:10]=2)[CH:7]=1.[C:16](OC(=O)C)(=[O:18])[CH3:17]. (2) Given the product [Cl:1][C:2]1[CH:7]=[CH:6][CH:5]=[CH:4][C:3]=1[N:8]1[C:17](=[O:18])[C:16]2[C:11](=[CH:12][CH:13]=[C:14]([F:19])[CH:15]=2)[N:10]=[C:9]1[CH:20]=[CH:33][C:26]1([CH:27]=[O:28])[CH:25]=[CH:24][CH:23]=[CH:22][NH:21]1, predict the reactants needed to synthesize it. The reactants are: [Cl:1][C:2]1[CH:7]=[CH:6][CH:5]=[CH:4][C:3]=1[N:8]1[C:17](=[O:18])[C:16]2[C:11](=[CH:12][CH:13]=[C:14]([F:19])[CH:15]=2)[N:10]=[C:9]1[CH3:20].[N:21]1[C:26]([CH:27]=[O:28])=[CH:25][CH:24]=[CH:23][C:22]=1C=O.O.O1CCOC[CH2:33]1. (3) The reactants are: C(N(CC)[C:4]([C:6]1[CH:14]=[C:13]2[C:9]([C:10]([CH2:15][C@H:16]([NH:18][CH2:19][C@@H:20]([C:22]3[CH:27]=[CH:26][CH:25]=[C:24]([Cl:28])[CH:23]=3)[OH:21])[CH3:17])=[CH:11][NH:12]2)=[CH:8][CH:7]=1)=[O:5])C.Cl.[O:32]1CCOCC1. Given the product [Cl:28][C:24]1[CH:23]=[C:22]([C@@H:20]([OH:21])[CH2:19][NH:18][C@H:16]([CH3:17])[CH2:15][C:10]2[C:9]3[C:13](=[CH:14][C:6]([C:4]([OH:5])=[O:32])=[CH:7][CH:8]=3)[NH:12][CH:11]=2)[CH:27]=[CH:26][CH:25]=1, predict the reactants needed to synthesize it.